From a dataset of Reaction yield outcomes from USPTO patents with 853,638 reactions. Predict the reaction yield, written as a fraction of the theoretical maximum amount of product (1.0 means a 100% yield; for example, 0.34 means a 34% yield). (1) The reactants are [I:1][C:2]1[CH:11]=[N:10][C:5]2[NH:6][CH2:7][CH2:8][NH:9][C:4]=2[CH:3]=1.[F:12][C:13]1[CH:21]=[CH:20][C:19]([F:22])=[CH:18][C:14]=1[C:15](Cl)=[O:16]. No catalyst specified. The product is [F:12][C:13]1[CH:21]=[CH:20][C:19]([F:22])=[CH:18][C:14]=1[C:15]([N:9]1[CH2:8][CH2:7][NH:6][C:5]2[N:10]=[CH:11][C:2]([I:1])=[CH:3][C:4]1=2)=[O:16]. The yield is 0.470. (2) The reactants are [CH:1]([C:3]1[CH:4]=[CH:5][C:6]([OH:11])=[C:7]([CH:10]=1)[C:8]#[N:9])=[O:2].[N+:12]([O-])([OH:14])=[O:13].C(OCC)(=O)C. The catalyst is C(O)(=O)C. The product is [CH:1]([C:3]1[CH:4]=[C:5]([N+:12]([O-:14])=[O:13])[C:6]([OH:11])=[C:7]([CH:10]=1)[C:8]#[N:9])=[O:2]. The yield is 0.960.